This data is from Reaction yield outcomes from USPTO patents with 853,638 reactions. The task is: Predict the reaction yield, written as a fraction of the theoretical maximum amount of product (1.0 means a 100% yield; for example, 0.34 means a 34% yield). (1) The reactants are Br[C:2]1[CH:3]=[C:4]([CH:7]=[CH:8][CH:9]=1)[C:5]#[N:6].C([N:17]1[CH2:22][CH2:21][CH:20]([CH2:23][NH2:24])[CH2:19][CH2:18]1)(OC(C)(C)C)=O.[C:25]([O-:28])([O-])=[O:26].[Cs+].[Cs+]. The catalyst is C([O-])(=O)C.[Pd+2].C([O-])(=O)C.C1(P(C2C=CC=CC=2)C2C3OC4C(=CC=CC=4P(C4C=CC=CC=4)C4C=CC=CC=4)C(C)(C)C=3C=CC=2)C=CC=CC=1. The product is [C:4]([O:28][C:25](=[O:26])[NH:24][CH2:23][CH:20]1[CH2:19][CH2:18][N:17]([C:2]2[CH:9]=[CH:8][CH:7]=[C:4]([C:5]#[N:6])[CH:3]=2)[CH2:22][CH2:21]1)([CH3:7])([CH3:5])[CH3:3]. The yield is 0.730. (2) The reactants are [NH2:1][C:2]1[C:3]([Br:22])=[CH:4][C:5]2[C:9]([CH:10]=1)=[N:8][N:7]([C:11]1[CH:16]=[CH:15][C:14]([F:17])=[CH:13][CH:12]=1)[C:6]=2[C:18]([NH:20][CH3:21])=[O:19].[CH3:23][S:24](Cl)(=[O:26])=[O:25]. The catalyst is C(Cl)Cl.N1C=CC=CC=1.O. The product is [Br:22][C:3]1[C:2]([NH:1][S:24]([CH3:23])(=[O:26])=[O:25])=[CH:10][C:9]2[C:5](=[C:6]([C:18]([NH:20][CH3:21])=[O:19])[N:7]([C:11]3[CH:12]=[CH:13][C:14]([F:17])=[CH:15][CH:16]=3)[N:8]=2)[CH:4]=1. The yield is 0.780. (3) The reactants are [C:1]1(B(O)O)[CH:6]=[CH:5][CH:4]=[CH:3][CH:2]=1.C(=O)([O-])[O-].[Cs+].[Cs+].Cl[C:17]1[CH:18]=[C:19]([C:35]2[N:40]=[C:39]([C:41]3[CH:46]=[CH:45][CH:44]=[CH:43][CH:42]=3)[N:38]=[C:37]([C:47]3[CH:52]=[CH:51][CH:50]=[CH:49][CH:48]=3)[N:36]=2)[CH:20]=[C:21]([C:23]2[CH:28]=[CH:27][C:26](C3C=CC=CN=3)=[CH:25][CH:24]=2)[CH:22]=1.O1[CH2:58][CH2:57]OCC1. The catalyst is C([O-])(=O)C.[Pd+2].C([O-])(=O)C.C1(P(C2CCCCC2)C2C=CC=CC=2C2C(C(C)C)=CC(C(C)C)=CC=2C(C)C)CCCCC1. The product is [N:36]1[CH:58]=[CH:57][CH:18]=[CH:19][C:35]=1[C:1]1[CH:6]=[CH:5][C:4]([C:17]2[CH:18]=[C:19]([C:35]3[N:36]=[C:37]([C:47]4[CH:52]=[CH:51][CH:50]=[CH:49][CH:48]=4)[N:38]=[C:39]([C:41]4[CH:42]=[CH:43][CH:44]=[CH:45][CH:46]=4)[N:40]=3)[CH:20]=[C:21]([C:23]3[CH:28]=[CH:27][CH:26]=[CH:25][CH:24]=3)[CH:22]=2)=[CH:3][CH:2]=1. The yield is 0.950. (4) The reactants are [CH3:1][C:2]1([CH3:16])[C:7]2[CH:8]=[C:9](B(O)O)[CH:10]=[CH:11][C:6]=2[NH:5][C:4](=[O:15])[O:3]1.Br[C:18]1[CH:19]=[C:20]([CH:23]=[CH:24][CH:25]=1)[C:21]#[N:22].C(=O)([O-])[O-].[Na+].[Na+]. The catalyst is COCCOC.O.C1C=CC([P]([Pd]([P](C2C=CC=CC=2)(C2C=CC=CC=2)C2C=CC=CC=2)([P](C2C=CC=CC=2)(C2C=CC=CC=2)C2C=CC=CC=2)[P](C2C=CC=CC=2)(C2C=CC=CC=2)C2C=CC=CC=2)(C2C=CC=CC=2)C2C=CC=CC=2)=CC=1. The product is [CH3:1][C:2]1([CH3:16])[O:3][C:4](=[O:15])[NH:5][C:6]2[CH:11]=[CH:10][C:9]([C:18]3[CH:19]=[C:20]([CH:23]=[CH:24][CH:25]=3)[C:21]#[N:22])=[CH:8][C:7]1=2. The yield is 0.250. (5) The reactants are [OH:1]/[N:2]=[C:3](\[NH:5][C:6](=O)[C:7]1[CH:12]=[CH:11][CH:10]=[CH:9][C:8]=1[NH:13][C:14]1[N:18]([C:19]2[CH:24]=[CH:23][CH:22]=[CH:21][CH:20]=2)[N:17]=[C:16]([CH3:25])[CH:15]=1)/[CH3:4].[OH-].[CH3:28][O:29]C(NS([N+](CC)(CC)CC)(=O)=O)=O. The catalyst is C1COCC1. The product is [CH3:28][O:29][C:11]1[CH:10]=[CH:9][C:8]([NH:13][C:14]2[N:18]([C:19]3[CH:24]=[CH:23][CH:22]=[CH:21][CH:20]=3)[N:17]=[C:16]([CH3:25])[CH:15]=2)=[C:7]([C:6]2[O:1][N:2]=[C:3]([CH3:4])[N:5]=2)[CH:12]=1. The yield is 0.0400.